Task: Predict the reaction yield, written as a fraction of the theoretical maximum amount of product (1.0 means a 100% yield; for example, 0.34 means a 34% yield).. Dataset: Reaction yield outcomes from USPTO patents with 853,638 reactions The reactants are CO.[Na].[C:4]([O:12]C)(=O)[C:5]1[CH:10]=[CH:9][CH:8]=[CH:7][CH:6]=1.[C:14]([C:17]1[CH:22]=[CH:21][CH:20]=[CH:19][CH:18]=1)(=[O:16])[CH3:15].Cl. The catalyst is C1(C)C(C)=CC=CC=1. The product is [C:17]1([C:14](=[O:16])[CH2:15][C:4]([C:5]2[CH:6]=[CH:7][CH:8]=[CH:9][CH:10]=2)=[O:12])[CH:22]=[CH:21][CH:20]=[CH:19][CH:18]=1. The yield is 0.630.